From a dataset of CYP2D6 inhibition data for predicting drug metabolism from PubChem BioAssay. Regression/Classification. Given a drug SMILES string, predict its absorption, distribution, metabolism, or excretion properties. Task type varies by dataset: regression for continuous measurements (e.g., permeability, clearance, half-life) or binary classification for categorical outcomes (e.g., BBB penetration, CYP inhibition). Dataset: cyp2d6_veith. (1) The compound is COC(=O)[C@@]1(Cc2ccccc2)[C@H]2c3cc(C(=O)N4CCCC4)n(CCc4ccccn4)c3C[C@H]2CN1C(=O)c1ccccc1. The result is 0 (non-inhibitor). (2) The result is 1 (inhibitor). The compound is Cc1ccc(SCC(=O)Nc2cccc(NC(=O)c3ccco3)c2)cc1.